Dataset: Full USPTO retrosynthesis dataset with 1.9M reactions from patents (1976-2016). Task: Predict the reactants needed to synthesize the given product. (1) Given the product [O:27]1[C:31]([C:32]2[CH:33]=[CH:34][C:35]([S:38]([NH:15][CH2:14][C@H:13]([C@H:10]3[CH2:11][CH2:12][NH:8][CH2:9]3)[O:16][C:17]3[CH:18]=[CH:19][C:20]([C:23]([F:24])([F:25])[F:26])=[CH:21][CH:22]=3)(=[O:40])=[O:39])=[CH:36][CH:37]=2)=[CH:30][N:29]=[CH:28]1.[C:42]([OH:43])([C:23]([F:26])([F:25])[F:24])=[O:45], predict the reactants needed to synthesize it. The reactants are: C(OC([N:8]1[CH2:12][CH2:11][C@H:10]([C@H:13]([O:16][C:17]2[CH:22]=[CH:21][C:20]([C:23]([F:26])([F:25])[F:24])=[CH:19][CH:18]=2)[CH2:14][NH2:15])[CH2:9]1)=O)(C)(C)C.[O:27]1[C:31]([C:32]2[CH:37]=[CH:36][C:35]([S:38](Cl)(=[O:40])=[O:39])=[CH:34][CH:33]=2)=[CH:30][N:29]=[CH:28]1.[C:42](=[O:45])(O)[O-:43].[Na+]. (2) The reactants are: Cl[C:2]1[N:3]=[C:4]([OH:12])[C:5]2[CH:11]=[CH:10][N:9]=[CH:8][C:6]=2[N:7]=1.[CH3:13][O:14][CH2:15][CH:16]([C:18]1[CH:23]=[CH:22][C:21]([N:24]([CH3:32])[C:25]2[CH:30]=[CH:29][C:28]([OH:31])=[CH:27][CH:26]=2)=[CH:20][CH:19]=1)[CH3:17]. Given the product [CH3:13][O:14][CH2:15][CH:16]([C:18]1[CH:23]=[CH:22][C:21]([N:24]([CH3:32])[C:25]2[CH:26]=[CH:27][C:28]([O:31][C:2]3[N:3]=[C:4]([OH:12])[C:5]4[CH:11]=[CH:10][N:9]=[CH:8][C:6]=4[N:7]=3)=[CH:29][CH:30]=2)=[CH:20][CH:19]=1)[CH3:17], predict the reactants needed to synthesize it. (3) Given the product [F:15][C:16]1[CH:21]=[CH:20][C:19]([CH2:22][NH:23][C:12]([C:10]2[S:11][C:7]([C:4]3[CH:3]=[CH:2][N:1]=[CH:6][CH:5]=3)=[CH:8][CH:9]=2)=[O:14])=[CH:18][CH:17]=1, predict the reactants needed to synthesize it. The reactants are: [N:1]1[CH:6]=[CH:5][C:4]([C:7]2[S:11][C:10]([C:12]([OH:14])=O)=[CH:9][CH:8]=2)=[CH:3][CH:2]=1.[F:15][C:16]1[CH:21]=[CH:20][C:19]([CH2:22][NH2:23])=[CH:18][CH:17]=1. (4) The reactants are: [CH3:1][N:2]([CH3:10])[C:3]1[CH:8]=[CH:7][CH:6]=[CH:5][C:4]=1[CH3:9].C([Li])CCC.C(O[K:21])(C)(C)C. Given the product [CH3:1][N:2]([CH3:10])[C:3]1[CH:8]=[CH:7][CH:6]=[CH:5][C:4]=1[CH2:9][K:21], predict the reactants needed to synthesize it. (5) Given the product [CH3:1][O:2][C:3]1[CH:4]=[C:5]2[CH2:14][CH:13]([CH2:15][CH:16]3[CH2:17][CH2:18][N:19]([CH2:22][C:23]4[CH:28]=[CH:27][CH:26]=[CH:25][CH:24]=4)[CH2:20][CH2:21]3)[C:11](=[O:12])[C:6]2=[CH:7][C:8]=1[O:9][CH3:10].[CH3:40][C:30]1[CH:35]=[CH:34][C:33]([S:36]([OH:39])(=[O:38])=[O:37])=[CH:32][CH:31]=1, predict the reactants needed to synthesize it. The reactants are: [CH3:1][O:2][C:3]1[CH:4]=[C:5]2[CH2:14][CH:13]([CH2:15][CH:16]3[CH2:21][CH2:20][N:19]([CH2:22][C:23]4[CH:24]=[CH:25][CH:26]=[CH:27][CH:28]=4)[CH2:18][CH2:17]3)[C:11](=[O:12])[C:6]2=[CH:7][C:8]=1[O:9][CH3:10].O.[C:30]1([CH3:40])[CH:35]=[CH:34][C:33]([S:36]([OH:39])(=[O:38])=[O:37])=[CH:32][CH:31]=1.C(OC(C)C)(C)C.